From a dataset of Full USPTO retrosynthesis dataset with 1.9M reactions from patents (1976-2016). Predict the reactants needed to synthesize the given product. (1) Given the product [CH:1]1([N:5]2[C:14]3[N:13]=[C:12]([N:15]4[CH:19]=[CH:18][N:17]=[C:16]4[N:28]4[C:29](=[O:30])[CH2:24][CH2:25][C:26]4=[O:27])[N:11]=[CH:10][C:9]=3[N:8]([CH3:20])[C:7](=[O:21])[C@H:6]2[CH2:22][CH3:23])[CH2:2][CH2:3][CH2:4]1, predict the reactants needed to synthesize it. The reactants are: [CH:1]1([N:5]2[C:14]3[N:13]=[C:12]([N:15]4[CH:19]=[CH:18][N:17]=[CH:16]4)[N:11]=[CH:10][C:9]=3[N:8]([CH3:20])[C:7](=[O:21])[C@H:6]2[CH2:22][CH3:23])[CH2:4][CH2:3][CH2:2]1.[CH2:24]1[C:29](=[O:30])[N:28](I)[C:26](=[O:27])[CH2:25]1. (2) Given the product [Cl:15][C:16]1[CH:21]=[CH:20][C:19]([NH:22][C:23](=[O:30])[CH2:24][S:25][CH2:26][C:27]([NH:14][C:10]2[CH:9]=[C:8]([C:5]3[CH:4]=[CH:3][C:2]([F:1])=[CH:7][CH:6]=3)[CH:13]=[CH:12][CH:11]=2)=[O:28])=[C:18]([CH:17]=1)[C:31]([OH:33])=[O:32], predict the reactants needed to synthesize it. The reactants are: [F:1][C:2]1[CH:7]=[CH:6][C:5]([C:8]2[CH:13]=[CH:12][CH:11]=[C:10]([NH2:14])[CH:9]=2)=[CH:4][CH:3]=1.[Cl:15][C:16]1[CH:21]=[CH:20][C:19]([NH:22][C:23](=[O:30])[CH2:24][S:25][CH2:26][C:27](O)=[O:28])=[C:18]([C:31]([O:33]C)=[O:32])[CH:17]=1. (3) Given the product [F:46][C:44]1[CH:43]=[CH:42][C:41]([O:47][CH3:48])=[C:40]([CH:45]=1)[CH2:39][O:38][CH2:37][CH2:36][CH2:35][O:34][C:31]1[CH:32]=[CH:33][C:28]([C@@H:11]2[C@@H:12]([O:14][CH2:15][C:16]3[CH:25]=[C:24]([O:26][CH3:27])[C:23]4[C:18](=[CH:19][CH:20]=[CH:21][CH:22]=4)[CH:17]=3)[CH2:13][NH:8][CH2:9][C@H:10]2[O:49][CH2:50][C@H:51]([OH:52])[CH2:55][OH:54])=[CH:29][CH:30]=1, predict the reactants needed to synthesize it. The reactants are: C(OC([N:8]1[CH2:13][C@H:12]([O:14][CH2:15][C:16]2[CH:25]=[C:24]([O:26][CH3:27])[C:23]3[C:18](=[CH:19][CH:20]=[CH:21][CH:22]=3)[CH:17]=2)[C@@H:11]([C:28]2[CH:33]=[CH:32][C:31]([O:34][CH2:35][CH2:36][CH2:37][O:38][CH2:39][C:40]3[CH:45]=[C:44]([F:46])[CH:43]=[CH:42][C:41]=3[O:47][CH3:48])=[CH:30][CH:29]=2)[C@H:10]([O:49][CH2:50][C@H:51]2[CH2:55][O:54]C(C)(C)[O:52]2)[CH2:9]1)=O)(C)(C)C.Cl. (4) Given the product [Br:1][C:2]1[S:3][C:4]([N:9]2[C:10](=[O:14])[CH:11]=[CH:12][CH:13]=[N:8]2)=[CH:5][CH:6]=1, predict the reactants needed to synthesize it. The reactants are: [Br:1][C:2]1[S:3][C:4](Br)=[CH:5][CH:6]=1.[N:8]1[NH:9][C:10](=[O:14])[CH:11]=[CH:12][CH:13]=1.C(=O)([O-])[O-].[K+].[K+].CN[C@@H]1CCCC[C@H]1NC. (5) Given the product [CH:12]1[CH:13]=[CH:14][C:15]2[CH2:17][NH:4][CH2:5][CH2:6][N:7]3[C:16]=2[C:11]=1[CH:10]1[CH2:18][CH2:19][CH2:20][CH2:21][CH2:22][CH:9]1[CH2:8]3, predict the reactants needed to synthesize it. The reactants are: C([N:4]1[CH2:17][C:15]2=[C:16]3[C:11](=[CH:12][CH:13]=[CH:14]2)[CH:10]2[CH2:18][CH2:19][CH2:20][CH2:21][CH2:22][CH:9]2[CH2:8][N:7]3[CH2:6][CH2:5]1)(=O)C.[OH-].[K+].O. (6) Given the product [NH2:1][C:4]1[CH:5]=[C:6]([CH:10]=[CH:11][CH:12]=1)[CH2:7][CH2:8][OH:9], predict the reactants needed to synthesize it. The reactants are: [N+:1]([C:4]1[CH:5]=[C:6]([CH:10]=[CH:11][CH:12]=1)[CH2:7][CH2:8][OH:9])([O-])=O. (7) The reactants are: FC(F)(F)S(O[C:7]1[C:16]([CH:17]=[O:18])=[C:15]([CH:19]([CH3:21])[CH3:20])[CH:14]=[C:13]2[C:8]=1[C:9](=[O:24])[CH2:10][C:11]([CH3:23])([CH3:22])[O:12]2)(=O)=O.[C:27]1(B(O)O)[CH2:32][CH2:31][CH2:30][CH2:29][CH:28]=1.P([O-])([O-])([O-])=O.[K+].[K+].[K+].[Cl-].[NH4+]. Given the product [C:27]1([C:7]2[C:16]([CH:17]=[O:18])=[C:15]([CH:19]([CH3:21])[CH3:20])[CH:14]=[C:13]3[C:8]=2[C:9](=[O:24])[CH2:10][C:11]([CH3:22])([CH3:23])[O:12]3)[CH2:32][CH2:31][CH2:30][CH2:29][CH:28]=1, predict the reactants needed to synthesize it. (8) Given the product [CH:1]1([N:4]([CH:14]2[CH2:19][CH2:18][N:17]([CH2:28][C:29]3[CH:34]=[CH:33][C:32]([CH:35]([CH3:37])[CH3:36])=[CH:31][CH:30]=3)[CH2:16][CH2:15]2)[S:5]([C:8]2[CH:13]=[CH:12][CH:11]=[CH:10][CH:9]=2)(=[O:6])=[O:7])[CH2:3][CH2:2]1, predict the reactants needed to synthesize it. The reactants are: [CH:1]1([N:4]([CH:14]2[CH2:19][CH2:18][NH:17][CH2:16][CH2:15]2)[S:5]([C:8]2[CH:13]=[CH:12][CH:11]=[CH:10][CH:9]=2)(=[O:7])=[O:6])[CH2:3][CH2:2]1.C(N(CC)CC)C.Br[CH2:28][C:29]1[CH:34]=[CH:33][C:32]([CH:35]([CH3:37])[CH3:36])=[CH:31][CH:30]=1. (9) Given the product [Cl:36][C:13]1[CH:12]=[C:11]([C:8]2[CH:9]=[CH:10][C:5]([C:3]([OH:4])=[O:2])=[C:6]([F:37])[CH:7]=2)[CH:16]=[CH:15][C:14]=1[CH:17]([CH3:35])[C:18]([OH:34])([C:23]1[CH:24]=[CH:25][C:26]2[O:30][C:29](=[O:31])[N:28]([CH3:32])[C:27]=2[CH:33]=1)[C:19]([F:22])([F:21])[F:20], predict the reactants needed to synthesize it. The reactants are: C[O:2][C:3]([C:5]1[CH:10]=[CH:9][C:8]([C:11]2[CH:16]=[CH:15][C:14]([CH:17]([CH3:35])[C:18]([OH:34])([C:23]3[CH:24]=[CH:25][C:26]4[O:30][C:29](=[O:31])[N:28]([CH3:32])[C:27]=4[CH:33]=3)[C:19]([F:22])([F:21])[F:20])=[C:13]([Cl:36])[CH:12]=2)=[CH:7][C:6]=1[F:37])=[O:4].[Li+].[OH-].Cl. (10) Given the product [C:19]([O:18][C:16]([N:23]1[CH2:28][CH2:27][N:26]([CH:4]([C:14]#[N:15])[C:3]2[CH:6]=[CH:7][CH:8]=[CH:9][C:2]=2[F:1])[CH2:25][CH2:24]1)=[O:17])([CH3:22])([CH3:20])[CH3:21], predict the reactants needed to synthesize it. The reactants are: [F:1][C:2]1[CH:9]=[CH:8][CH:7]=[CH:6][C:3]=1[CH:4]=O.[Si]([C:14]#[N:15])(C)(C)C.[C:16]([N:23]1[CH2:28][CH2:27][NH:26][CH2:25][CH2:24]1)([O:18][C:19]([CH3:22])([CH3:21])[CH3:20])=[O:17].